From a dataset of Forward reaction prediction with 1.9M reactions from USPTO patents (1976-2016). Predict the product of the given reaction. (1) Given the reactants Cl[C:2]([O:4][CH2:5][CH:6]([CH3:8])[CH3:7])=[O:3].[NH2:9][C@H:10]([C:14]([OH:16])=[O:15])[CH:11]([CH3:13])[CH3:12], predict the reaction product. The product is: [CH2:5]([O:4][C:2]([NH:9][C@H:10]([C:14]([OH:16])=[O:15])[CH:11]([CH3:13])[CH3:12])=[O:3])[CH:6]([CH3:8])[CH3:7]. (2) Given the reactants C(O[N:5]1[C:9]([CH3:16])([C:10]2[CH:15]=[CH:14][CH:13]=[CH:12][CH:11]=2)[C:8](=[O:17])[N:7]([C:18]([C:20]2[C:29]3[C:24](=[CH:25][CH:26]=[CH:27][CH:28]=3)[CH:23]=[CH:22][CH:21]=2)=[O:19])[C:6]1=[O:30])(=O)C.Cl.F[C:33](F)(F)[C:34]([OH:36])=[O:35].ClCCl, predict the reaction product. The product is: [CH3:16][C:9]1([C:10]2[CH:11]=[CH:12][CH:13]=[CH:14][CH:15]=2)[N:5]([CH2:33][C:34]([OH:36])=[O:35])[C:6](=[O:30])[N:7]([C:18]([C:20]2[C:29]3[C:24](=[CH:25][CH:26]=[CH:27][CH:28]=3)[CH:23]=[CH:22][CH:21]=2)=[O:19])[C:8]1=[O:17]. (3) Given the reactants [CH3:1][O:2][C:3]1[CH:8]=[CH:7][C:6]([C@@H:9]2[C@@H:14]([O:15][CH2:16][C:17]3[CH:18]=[CH:19][C:20]4[O:25][CH2:24][CH2:23][N:22]([CH2:26][CH2:27][CH2:28][O:29][CH3:30])[C:21]=4[CH:31]=3)[CH2:13][N:12](S(C3C=CC(C)=CC=3)(=O)=O)[C@@H:11]([CH2:42][CH2:43][OH:44])[CH2:10]2)=[CH:5][CH:4]=1.[CH2:45](Br)[C:46]1[CH:51]=[CH:50][CH:49]=[CH:48][CH:47]=1, predict the reaction product. The product is: [CH2:45]([O:44][CH2:43][CH2:42][C@@H:11]1[NH:12][CH2:13][C@H:14]([O:15][CH2:16][C:17]2[CH:18]=[CH:19][C:20]3[O:25][CH2:24][CH2:23][N:22]([CH2:26][CH2:27][CH2:28][O:29][CH3:30])[C:21]=3[CH:31]=2)[C@@H:9]([C:6]2[CH:7]=[CH:8][C:3]([O:2][CH3:1])=[CH:4][CH:5]=2)[CH2:10]1)[C:46]1[CH:51]=[CH:50][CH:49]=[CH:48][CH:47]=1. (4) Given the reactants [Br:1][C:2]1[CH:3]=[C:4]([S:8][CH2:9][CH:10](OC)OC)[CH:5]=[CH:6][CH:7]=1, predict the reaction product. The product is: [Br:1][C:2]1[C:3]2[CH:10]=[CH:9][S:8][C:4]=2[CH:5]=[CH:6][CH:7]=1.[Br:1][C:2]1[CH:7]=[CH:6][C:5]2[CH:10]=[CH:9][S:8][C:4]=2[CH:3]=1.